Dataset: NCI-60 drug combinations with 297,098 pairs across 59 cell lines. Task: Regression. Given two drug SMILES strings and cell line genomic features, predict the synergy score measuring deviation from expected non-interaction effect. (1) Drug 1: C1C(C(OC1N2C=C(C(=O)NC2=O)F)CO)O. Drug 2: CC1=C2C(C(=O)C3(C(CC4C(C3C(C(C2(C)C)(CC1OC(=O)C(C(C5=CC=CC=C5)NC(=O)OC(C)(C)C)O)O)OC(=O)C6=CC=CC=C6)(CO4)OC(=O)C)O)C)O. Cell line: IGROV1. Synergy scores: CSS=9.91, Synergy_ZIP=1.45, Synergy_Bliss=4.97, Synergy_Loewe=-1.17, Synergy_HSA=1.56. (2) Drug 1: CCN(CC)CCCC(C)NC1=C2C=C(C=CC2=NC3=C1C=CC(=C3)Cl)OC. Drug 2: CC(C)CN1C=NC2=C1C3=CC=CC=C3N=C2N. Cell line: SF-539. Synergy scores: CSS=14.4, Synergy_ZIP=-0.810, Synergy_Bliss=1.86, Synergy_Loewe=-4.04, Synergy_HSA=-3.38.